This data is from Full USPTO retrosynthesis dataset with 1.9M reactions from patents (1976-2016). The task is: Predict the reactants needed to synthesize the given product. (1) Given the product [CH2:33]([O:32][C:30](=[O:31])[C:29]([O:8][C:6]1[CH:5]=[CH:4][C:3]([CH:9]([CH3:27])[C:10]([OH:15])([C:16]2[CH:17]=[CH:18][C:19]3[O:23][C:22](=[O:24])[N:21]([CH3:25])[C:20]=3[CH:26]=2)[C:11]([F:12])([F:13])[F:14])=[C:2]([Cl:1])[CH:7]=1)([CH3:36])[CH3:35])[CH3:34], predict the reactants needed to synthesize it. The reactants are: [Cl:1][C:2]1[CH:7]=[C:6]([OH:8])[CH:5]=[CH:4][C:3]=1[CH:9]([CH3:27])[C:10]([C:16]1[CH:17]=[CH:18][C:19]2[O:23][C:22](=[O:24])[N:21]([CH3:25])[C:20]=2[CH:26]=1)([OH:15])[C:11]([F:14])([F:13])[F:12].Br[C:29]([CH3:36])([CH3:35])[C:30]([O:32][CH2:33][CH3:34])=[O:31].[OH-].[Na+].Cl. (2) Given the product [F:1][C:2]1[CH:3]=[CH:4][C:5]([C:8]2[N:9]=[C:10]([CH:13]([NH:20][CH:21]3[CH2:26][CH2:25][CH2:24][CH2:23][CH2:22]3)[CH2:14][CH2:15][CH2:16][CH2:17][CH2:18][CH3:19])[NH:11][CH:12]=2)=[CH:6][CH:7]=1, predict the reactants needed to synthesize it. The reactants are: [F:1][C:2]1[CH:7]=[CH:6][C:5]([C:8]2[N:9]=[C:10]([CH:13]([NH2:20])[CH2:14][CH2:15][CH2:16][CH2:17][CH2:18][CH3:19])[NH:11][CH:12]=2)=[CH:4][CH:3]=1.[C:21]1(=O)[CH2:26][CH2:25][CH2:24][CH2:23][CH2:22]1.